Dataset: Reaction yield outcomes from USPTO patents with 853,638 reactions. Task: Predict the reaction yield, written as a fraction of the theoretical maximum amount of product (1.0 means a 100% yield; for example, 0.34 means a 34% yield). (1) The reactants are [CH2:1]([OH:19])[CH2:2][CH2:3][CH2:4][CH2:5][CH2:6][CH2:7][CH2:8]/[CH:9]=[CH:10]\[CH2:11]/[CH:12]=[CH:13]\[CH2:14][CH2:15][CH2:16][CH2:17][CH3:18].C(N(CC)CC)C.[CH3:27][S:28](Cl)(=[O:30])=[O:29]. The catalyst is C(Cl)Cl. The product is [S:28]([O:19][CH2:1][CH2:2][CH2:3][CH2:4][CH2:5][CH2:6][CH2:7][CH2:8]/[CH:9]=[CH:10]\[CH2:11]/[CH:12]=[CH:13]\[CH2:14][CH2:15][CH2:16][CH2:17][CH3:18])(=[O:30])(=[O:29])[CH3:27]. The yield is 0.970. (2) The catalyst is FC(F)(F)C(O)=O. The yield is 0.370. The product is [Cl:1][C:2]1[CH:3]=[C:4]([N:19]2[CH:23]=[N:22][C:21]([C:24]([N:26]([OH:41])[CH2:27][C:28]3[CH:29]=[CH:30][C:31]([O:34][C:35]4[CH:36]=[CH:37][CH:38]=[CH:39][CH:40]=4)=[CH:32][CH:33]=3)=[O:25])=[N:20]2)[CH:5]=[C:6]([Cl:18])[C:7]=1[OH:8]. The reactants are [Cl:1][C:2]1[CH:3]=[C:4]([N:19]2[CH:23]=[N:22][C:21]([C:24]([N:26]([OH:41])[CH2:27][C:28]3[CH:33]=[CH:32][C:31]([O:34][C:35]4[CH:40]=[CH:39][CH:38]=[CH:37][CH:36]=4)=[CH:30][CH:29]=3)=[O:25])=[N:20]2)[CH:5]=[C:6]([Cl:18])[C:7]=1[O:8]CC1C=CC(OC)=CC=1. (3) The product is [C:1]([OH:10])(=[O:9])/[CH:2]=[CH:3]/[CH:4]=[CH:5]/[C:6]([OH:8])=[O:7]. The reactants are [C:1]([OH:10])(=[O:9])/[CH:2]=[CH:3]\[CH:4]=[CH:5]\[C:6]([OH:8])=[O:7].II. The yield is 0.130. The catalyst is CC(C)=O.